From a dataset of Reaction yield outcomes from USPTO patents with 853,638 reactions. Predict the reaction yield, written as a fraction of the theoretical maximum amount of product (1.0 means a 100% yield; for example, 0.34 means a 34% yield). (1) The reactants are [H-].[Na+].[CH3:3][N:4]1[CH2:8][CH2:7][C@@H:6]([OH:9])[CH2:5]1.[CH:10]([CH:13]1[C:18]2[N:19]=[CH:20][NH:21][C:17]=2[CH2:16][CH2:15][N:14]1[C:22](OCC(Cl)(Cl)Cl)=[O:23])([CH3:12])[CH3:11]. The catalyst is C1COCC1. The product is [CH:10]([CH:13]1[C:18]2[N:19]=[CH:20][NH:21][C:17]=2[CH2:16][CH2:15][N:14]1[C:22]([O:9][C@@H:6]1[CH2:7][CH2:8][N:4]([CH3:3])[CH2:5]1)=[O:23])([CH3:12])[CH3:11]. The yield is 0.0270. (2) The reactants are [CH3:1][CH:2]([N:4]1[C:12](/[CH:13]=[CH:14]/[C@H:15]([OH:24])[CH2:16][C@H:17]([OH:23])[CH2:18][C:19]([O:21]C)=[O:20])=[C:11]([C:25]2[CH:30]=[CH:29][C:28]([F:31])=[CH:27][CH:26]=2)[C:10]2[C:5]1=[CH:6][CH:7]=[CH:8][CH:9]=2)[CH3:3].O.[OH-].[Na+:34]. The catalyst is C1COCC1. The product is [CH3:3][CH:2]([N:4]1[C:12](/[CH:13]=[CH:14]/[CH:15]([OH:24])[CH2:16][CH:17]([OH:23])[CH2:18][C:19]([O-:21])=[O:20])=[C:11]([C:25]2[CH:26]=[CH:27][C:28]([F:31])=[CH:29][CH:30]=2)[C:10]2[CH:9]=[CH:8][CH:7]=[CH:6][C:5]1=2)[CH3:1].[Na+:34]. The yield is 0.820. (3) The reactants are [H-].[Al+3].[Li+].[H-].[H-].[H-].C[O:8][C:9](=O)[C:10]([NH2:19])([C:12]1[CH:17]=[CH:16][CH:15]=[C:14]([Br:18])[CH:13]=1)[CH3:11].[O-]S([O-])(=O)=O.[Na+].[Na+].[H][H]. The catalyst is C1COCC1. The product is [NH2:19][C:10]([C:12]1[CH:17]=[CH:16][CH:15]=[C:14]([Br:18])[CH:13]=1)([CH3:11])[CH2:9][OH:8]. The yield is 0.850. (4) The reactants are [O:1]1[CH2:3][CH:2]1[CH2:4][N:5]1[C:13]2[CH2:12][CH2:11][N:10]([C:14](=[O:16])[CH3:15])[CH2:9][C:8]=2[C:7]([C:17]2[CH:22]=[CH:21][C:20]([C:23]([F:26])([F:25])[F:24])=[CH:19][CH:18]=2)=[N:6]1.[Cl:27][C:28]1[CH:42]=[CH:41][C:31]2[N:32]=[C:33]([N:35]3[CH2:40][CH2:39][NH:38][CH2:37][CH2:36]3)[S:34][C:30]=2[CH:29]=1. The catalyst is CCO. The product is [Cl:27][C:28]1[CH:42]=[CH:41][C:31]2[N:32]=[C:33]([N:35]3[CH2:40][CH2:39][N:38]([CH2:3][CH:2]([OH:1])[CH2:4][N:5]4[C:13]5[CH2:12][CH2:11][N:10]([C:14](=[O:16])[CH3:15])[CH2:9][C:8]=5[C:7]([C:17]5[CH:22]=[CH:21][C:20]([C:23]([F:26])([F:25])[F:24])=[CH:19][CH:18]=5)=[N:6]4)[CH2:37][CH2:36]3)[S:34][C:30]=2[CH:29]=1. The yield is 0.900. (5) The reactants are C(OC(=O)[NH:10][CH2:11][CH2:12][CH2:13][CH2:14][C:15]1[CH:20]=[CH:19][C:18]([O:21][CH2:22][CH2:23][N:24]([CH3:26])[CH3:25])=[CH:17][CH:16]=1)C1C=CC=CC=1. The catalyst is [Pd].CO. The product is [CH3:26][N:24]([CH3:25])[CH2:23][CH2:22][O:21][C:18]1[CH:19]=[CH:20][C:15]([CH2:14][CH2:13][CH2:12][CH2:11][NH2:10])=[CH:16][CH:17]=1. The yield is 0.770.